Dataset: Catalyst prediction with 721,799 reactions and 888 catalyst types from USPTO. Task: Predict which catalyst facilitates the given reaction. (1) Reactant: Br[C:2]1[CH:7]=[CH:6][N:5]=[C:4]([NH:8][C:9]2[N:14]=[CH:13][C:12]([C:15]([N:17]3[CH2:22][CH2:21][O:20][CH2:19][CH2:18]3)=[O:16])=[CH:11][CH:10]=2)[CH:3]=1.[C:23]([C:27]1[CH:28]=[C:29]2[C:34](=[C:35]([F:37])[CH:36]=1)[C:33](=[O:38])[N:32]([C:39]1[CH:49]=[CH:48][CH:47]=[C:46](B3OC(C)(C)C(C)(C)O3)[C:40]=1[CH2:41][O:42][C:43](=[O:45])[CH3:44])[N:31]=[CH:30]2)([CH3:26])([CH3:25])[CH3:24].C([O-])([O-])=O.[K+].[K+].CC(C1C=C(C(C)C)C(C2C=CC=CC=2P(C2CCCCC2)C2CCCCC2)=C(C(C)C)C=1)C. Product: [C:23]([C:27]1[CH:28]=[C:29]2[C:34](=[C:35]([F:37])[CH:36]=1)[C:33](=[O:38])[N:32]([C:39]1[CH:49]=[CH:48][CH:47]=[C:46]([C:2]3[CH:7]=[CH:6][N:5]=[C:4]([NH:8][C:9]4[CH:10]=[CH:11][C:12]([C:15]([N:17]5[CH2:22][CH2:21][O:20][CH2:19][CH2:18]5)=[O:16])=[CH:13][N:14]=4)[CH:3]=3)[C:40]=1[CH2:41][O:42][C:43](=[O:45])[CH3:44])[N:31]=[CH:30]2)([CH3:24])([CH3:25])[CH3:26]. The catalyst class is: 333. (2) Reactant: [CH2:1]([O:8][C:9]([N:11]1[CH2:16][CH2:15][CH:14]([NH:17][NH2:18])[CH2:13][CH2:12]1)=[O:10])[C:2]1[CH:7]=[CH:6][CH:5]=[CH:4][CH:3]=1.[CH3:19][C:20]([CH3:27])([CH3:26])[C:21](=O)[CH2:22][C:23]#[N:24].Cl. Product: [CH2:1]([O:8][C:9]([N:11]1[CH2:12][CH2:13][CH:14]([N:17]2[C:23]([NH2:24])=[CH:22][C:21]([C:20]([CH3:27])([CH3:26])[CH3:19])=[N:18]2)[CH2:15][CH2:16]1)=[O:10])[C:2]1[CH:7]=[CH:6][CH:5]=[CH:4][CH:3]=1. The catalyst class is: 14. (3) Reactant: [CH2:1]([N:7](CCCCCC)C1C=CC(N)=CC=1)[CH2:2][CH2:3][CH2:4][CH2:5][CH3:6].FC1C=CC([N+]([O-])=O)=CC=1.[CH2:31]([N:37]([CH2:47][CH2:48][CH2:49][CH2:50][CH2:51][CH3:52])[C:38]1[CH:43]=[CH:42][C:41]([N+:44]([O-:46])=[O:45])=[CH:40][CH:39]=1)[CH2:32][CH2:33][CH2:34][CH2:35][CH3:36]. Product: [N+:44]([C:41]1[CH:40]=[CH:39][C:38]([N:37]([CH2:31][CH2:32][CH2:33][CH2:34][CH2:35][CH3:36])[C:47]2[CH:52]=[CH:51][C:50]([NH:7][CH2:1][CH2:2][CH2:3][CH2:4][CH2:5][CH3:6])=[CH:49][CH:48]=2)=[CH:43][CH:42]=1)([O-:46])=[O:45]. The catalyst class is: 16. (4) The catalyst class is: 1. Reactant: CO[C:3](=[O:22])[C@@H:4]([NH:14][C:15]([O:17][C:18]([CH3:21])([CH3:20])[CH3:19])=[O:16])[CH2:5][C@H:6]([CH3:13])[CH2:7][CH2:8][O:9][CH2:10][CH:11]=[CH2:12].[Cl:23][CH2:24]I.[Li+].CC([N-]C(C)C)C.C(O)(=O)C.[Cl-].[Na+]. Product: [C:18]([O:17][C:15](=[O:16])[NH:14][C@H:4]([C:3](=[O:22])[CH2:24][Cl:23])[CH2:5][C@H:6]([CH3:13])[CH2:7][CH2:8][O:9][CH2:10][CH:11]=[CH2:12])([CH3:19])([CH3:20])[CH3:21].